This data is from Forward reaction prediction with 1.9M reactions from USPTO patents (1976-2016). The task is: Predict the product of the given reaction. Given the reactants P([O-])([O-])([O-])=O.[K+].[K+].[K+].Br[C:10]1[CH:11]=[CH:12][C:13]([F:29])=[C:14]([C@:16]2([CH2:27][F:28])[CH2:21][C@@H:20]([C:22]([F:25])([F:24])[F:23])[O:19][C:18]([NH2:26])=[N:17]2)[CH:15]=1.[C:30]([C:33]1[CH:34]=[C:35](B(O)O)[CH:36]=[N:37][CH:38]=1)#[C:31][CH3:32], predict the reaction product. The product is: [F:29][C:13]1[CH:12]=[CH:11][C:10]([C:35]2[CH:36]=[N:37][CH:38]=[C:33]([C:30]#[C:31][CH3:32])[CH:34]=2)=[CH:15][C:14]=1[C@:16]1([CH2:27][F:28])[CH2:21][C@@H:20]([C:22]([F:25])([F:24])[F:23])[O:19][C:18]([NH2:26])=[N:17]1.